The task is: Predict which catalyst facilitates the given reaction.. This data is from Catalyst prediction with 721,799 reactions and 888 catalyst types from USPTO. (1) Reactant: Br[C:2]1[C:10]2[C:5](=[CH:6][CH:7]=[C:8]([C:11]([O:13][CH2:14][CH3:15])=[O:12])[CH:9]=2)[N:4]([C:16]([C:29]2[CH:34]=[CH:33][CH:32]=[CH:31][CH:30]=2)([C:23]2[CH:28]=[CH:27][CH:26]=[CH:25][CH:24]=2)[C:17]2[CH:22]=[CH:21][CH:20]=[CH:19][CH:18]=2)[N:3]=1.[N:35]1[CH:40]=[CH:39][C:38](B2OC(C)(C)C(C)(C)O2)=[CH:37][CH:36]=1.C(=O)([O-])[O-].[Na+].[Na+]. Product: [N:35]1[CH:40]=[CH:39][C:38]([C:2]2[C:10]3[C:5](=[CH:6][CH:7]=[C:8]([C:11]([O:13][CH2:14][CH3:15])=[O:12])[CH:9]=3)[N:4]([C:16]([C:29]3[CH:34]=[CH:33][CH:32]=[CH:31][CH:30]=3)([C:23]3[CH:28]=[CH:27][CH:26]=[CH:25][CH:24]=3)[C:17]3[CH:22]=[CH:21][CH:20]=[CH:19][CH:18]=3)[N:3]=2)=[CH:37][CH:36]=1. The catalyst class is: 203. (2) Reactant: [F:1][C:2]1[CH:9]=[C:8]([OH:10])[CH:7]=[CH:6][C:3]=1[C:4]#[N:5].C(=O)([O-])[O-].[K+].[K+].[C:17]([O:21][C:22](=[O:26])[CH:23](Br)[CH3:24])([CH3:20])([CH3:19])[CH3:18]. Product: [C:17]([O:21][C:22](=[O:26])[CH:23]([O:10][C:8]1[CH:7]=[CH:6][C:3]([C:4]#[N:5])=[C:2]([F:1])[CH:9]=1)[CH3:24])([CH3:20])([CH3:19])[CH3:18]. The catalyst class is: 9. (3) Reactant: [CH3:1][O:2][C:3]1[CH:8]=[CH:7][C:6]([NH:9][C:10]2[CH:15]=[CH:14][CH:13]=[CH:12][C:11]=2[N+:16]([O-])=O)=[CH:5][CH:4]=1. Product: [CH3:1][O:2][C:3]1[CH:4]=[CH:5][C:6]([NH:9][C:10]2[C:11]([NH2:16])=[CH:12][CH:13]=[CH:14][CH:15]=2)=[CH:7][CH:8]=1. The catalyst class is: 78. (4) Reactant: [CH:1]1([N:6]2[CH2:11][CH2:10][N:9]([C:12]([C:14]3[CH:15]=[C:16]4[C:20](=[CH:21][CH:22]=3)[NH:19][C:18]([C:23]([OH:25])=O)=[CH:17]4)=[O:13])[CH2:8][CH2:7]2)[CH2:5][CH2:4][CH2:3][CH2:2]1.Cl.F[B-](F)(F)F.[N:32]1(OC(N(C)C)=[N+](C)C)[C:36]2C=[CH:38][CH:39]=[CH:40][C:35]=2N=N1.N1CCCCC1.C(N(CC)C(C)C)(C)C. Product: [CH:1]1([N:6]2[CH2:11][CH2:10][N:9]([C:12]([C:14]3[CH:15]=[C:16]4[C:20](=[CH:21][CH:22]=3)[NH:19][C:18]([C:23]([N:32]3[CH2:38][CH2:39][CH2:40][CH2:35][CH2:36]3)=[O:25])=[CH:17]4)=[O:13])[CH2:8][CH2:7]2)[CH2:2][CH2:3][CH2:4][CH2:5]1. The catalyst class is: 9. (5) Reactant: [C:1]([N:5]1[CH2:9][C:8]2[CH:10]=[C:11]([NH:14][C:15]3[C:19]4[C:20](=[O:24])[NH:21][CH:22]=[CH:23][C:18]=4[N:17]([C@@:25]4([CH2:38][C:39]#[N:40])[CH2:30][O:29][C@H:28]([C:31]([O:33]C(C)(C)C)=[O:32])[CH2:27][CH2:26]4)[N:16]=3)[CH:12]=[CH:13][C:7]=2[S:6]1(=[O:42])=[O:41])([CH3:4])([CH3:3])[CH3:2].C(O)(C(F)(F)F)=O. Product: [C:1]([N:5]1[CH2:9][C:8]2[CH:10]=[C:11]([NH:14][C:15]3[C:19]4[C:20](=[O:24])[NH:21][CH:22]=[CH:23][C:18]=4[N:17]([C@@:25]4([CH2:38][C:39]#[N:40])[CH2:30][O:29][C@H:28]([C:31]([OH:33])=[O:32])[CH2:27][CH2:26]4)[N:16]=3)[CH:12]=[CH:13][C:7]=2[S:6]1(=[O:42])=[O:41])([CH3:4])([CH3:2])[CH3:3]. The catalyst class is: 2. (6) Reactant: [C:1]([O:5][C:6]([NH:8][CH2:9][C:10]([OH:12])=O)=[O:7])([CH3:4])([CH3:3])[CH3:2].C(N1C=CN=C1)(N1C=CN=C1)=O.[NH2:25][C@H:26]1[CH2:31][CH2:30][C@H:29]([NH:32][C:33](=[O:47])[C:34]2[CH:39]=[CH:38][C:37]([C:40]3[CH:45]=[CH:44][CH:43]=[C:42]([F:46])[CH:41]=3)=[N:36][CH:35]=2)[CH2:28][CH2:27]1.C(N(CC)C(C)C)(C)C. Product: [C:1]([O:5][C:6](=[O:7])[NH:8][CH2:9][C:10]([NH:25][C@H:26]1[CH2:27][CH2:28][C@H:29]([NH:32][C:33]([C:34]2[CH:35]=[N:36][C:37]([C:40]3[CH:45]=[CH:44][CH:43]=[C:42]([F:46])[CH:41]=3)=[CH:38][CH:39]=2)=[O:47])[CH2:30][CH2:31]1)=[O:12])([CH3:2])([CH3:3])[CH3:4]. The catalyst class is: 16. (7) Reactant: [C:1]1([C:7]2([C:13]3[CH:18]=[CH:17][CH:16]=[CH:15][CH:14]=3)[CH2:11][CH2:10][NH:9][C:8]2=[O:12])[CH:6]=[CH:5][CH:4]=[CH:3][CH:2]=1.CC(C)([O-])C.[K+].Br[CH2:26][C:27]([O:29][CH2:30][CH3:31])=[O:28]. Product: [O:12]=[C:8]1[C:7]([C:1]2[CH:6]=[CH:5][CH:4]=[CH:3][CH:2]=2)([C:13]2[CH:14]=[CH:15][CH:16]=[CH:17][CH:18]=2)[CH2:11][CH2:10][N:9]1[CH2:26][C:27]([O:29][CH2:30][CH3:31])=[O:28]. The catalyst class is: 7. (8) Reactant: [N:1]1[CH:6]=[CH:5][C:4]([C:7]2([C:20](OCC)=[O:21])[CH2:12][CH2:11][N:10]([C:13]([O:15][C:16]([CH3:19])([CH3:18])[CH3:17])=[O:14])[CH2:9][CH2:8]2)=[CH:3][CH:2]=1.C(#N)C.C(=O)=O.[H-].[Al+3].[Li+].[H-].[H-].[H-].[OH-].[Na+].S([O-])([O-])(=O)=O.[Na+].[Na+]. Product: [OH:21][CH2:20][C:7]1([C:4]2[CH:3]=[CH:2][N:1]=[CH:6][CH:5]=2)[CH2:8][CH2:9][N:10]([C:13]([O:15][C:16]([CH3:18])([CH3:19])[CH3:17])=[O:14])[CH2:11][CH2:12]1. The catalyst class is: 355. (9) Reactant: C[O:2][C:3]([CH:5]1[CH2:10][CH2:9][CH2:8][CH2:7][NH:6]1)=[O:4].[S:11]1[CH2:13][CH2:12]1.[CH2:14]([O:16][P:17]([CH2:22]I)(=[O:21])[O:18][CH2:19][CH3:20])[CH3:15].C([O-])([O-])=O.[Na+].[Na+].[Li+].[OH-]. Product: [CH2:14]([O:16][P:17]([CH2:22][S:11][CH2:12][CH2:13][N:6]1[CH2:7][CH2:8][CH2:9][CH2:10][CH:5]1[C:3]([OH:2])=[O:4])([O:18][CH2:19][CH3:20])=[O:21])[CH3:15]. The catalyst class is: 93. (10) Product: [O:14]1[CH2:15][CH2:16][O:17][C:12]2[CH:11]=[C:10]([NH:8][C:9]3[N:3]4[CH:4]=[CH:5][N:6]=[CH:7][C:2]4=[N:1][C:24]=3[C:23]3[CH:26]=[C:27]([O:30][CH3:31])[C:28]([OH:29])=[C:21]([F:20])[CH:22]=3)[CH:19]=[CH:18][C:13]1=2. The catalyst class is: 11. Reactant: [NH2:1][C:2]1[CH:7]=[N:6][CH:5]=[CH:4][N:3]=1.[N+:8]([C:10]1[CH:19]=[CH:18][C:13]2[O:14][CH2:15][CH2:16][O:17][C:12]=2[CH:11]=1)#[C-:9].[F:20][C:21]1[CH:22]=[C:23]([CH:26]=[C:27]([O:30][CH3:31])[C:28]=1[OH:29])[CH:24]=O.[Cl-].[In+3].[Cl-].[Cl-].